From a dataset of Forward reaction prediction with 1.9M reactions from USPTO patents (1976-2016). Predict the product of the given reaction. (1) Given the reactants C(O[C:4]([C:6]1[CH:10]=[C:9]([C:11]2[CH:16]=[CH:15][N:14]=[CH:13][CH:12]=2)[S:8][C:7]=1[NH2:17])=[O:5])C.C(O)(=O)C.[CH:22](N)=[NH:23].O, predict the reaction product. The product is: [N:14]1[CH:13]=[CH:12][C:11]([C:9]2[S:8][C:7]3[NH:17][CH:22]=[N:23][C:4](=[O:5])[C:6]=3[CH:10]=2)=[CH:16][CH:15]=1. (2) Given the reactants C(OC(=O)[NH:7][C:8]1[CH2:9][O:10][CH2:11][C:12]([C:16]2[CH:21]=[C:20]([NH:22][CH2:23][C:24]3[CH:29]=[CH:28][C:27]([Br:30])=[CH:26][C:25]=3[Cl:31])[CH:19]=[CH:18][C:17]=2[F:32])([CH2:14][F:15])[N:13]=1)(C)(C)C, predict the reaction product. The product is: [Br:30][C:27]1[CH:28]=[CH:29][C:24]([CH2:23][NH:22][C:20]2[CH:19]=[CH:18][C:17]([F:32])=[C:16]([C:12]3([CH2:14][F:15])[CH2:11][O:10][CH2:9][C:8]([NH2:7])=[N:13]3)[CH:21]=2)=[C:25]([Cl:31])[CH:26]=1. (3) Given the reactants [NH:1]1[C:9]2[C:4](=[CH:5][C:6]([NH2:10])=[CH:7][CH:8]=2)[CH:3]=[CH:2]1.Cl.C(N=C=NCCCN(C)C)C.ON1C2C=CC=CC=2N=N1.C(N(CC)CC)C.[C:40](O)(=[O:44])[CH:41]([CH3:43])[CH3:42], predict the reaction product. The product is: [NH:1]1[C:9]2[C:4](=[CH:5][C:6]([NH:10][C:40](=[O:44])[CH:41]([CH3:43])[CH3:42])=[CH:7][CH:8]=2)[CH:3]=[CH:2]1. (4) The product is: [CH2:9]([O:8][C:4]1[C:3]2[S:16][C@@H:17]([C:23]3[CH:28]=[CH:27][C:26]([O:29][CH3:30])=[CH:25][CH:24]=3)[C@@H:18]([OH:22])[C:19](=[O:20])[NH:1][C:2]=2[CH:7]=[CH:6][CH:5]=1)[C:10]1[CH:15]=[CH:14][CH:13]=[CH:12][CH:11]=1. Given the reactants [NH2:1][C:2]1[CH:7]=[CH:6][CH:5]=[C:4]([O:8][CH2:9][C:10]2[CH:15]=[CH:14][CH:13]=[CH:12][CH:11]=2)[C:3]=1[S:16][C@@H:17]([C:23]1[CH:28]=[CH:27][C:26]([O:29][CH3:30])=[CH:25][CH:24]=1)[C@@H:18]([OH:22])[C:19](O)=[O:20].Cl.CN(C)CCCN=C=NCC.ON1C2C=CC=CC=2N=N1.C(OCC)(=O)C.CO, predict the reaction product. (5) Given the reactants [C:1]1([S:7]([N:10]2[C:18]3[C:13](=[CH:14][C:15]([C:19](=O)[CH:20](Br)[CH3:21])=[CH:16][CH:17]=3)[CH:12]=[C:11]2[C:24]2[C:29]([F:30])=[CH:28][CH:27]=[CH:26][C:25]=2[F:31])(=[O:9])=[O:8])[CH:6]=[CH:5][CH:4]=[CH:3][CH:2]=1.[NH2:32][C:33]([NH2:35])=[S:34], predict the reaction product. The product is: [C:1]1([S:7]([N:10]2[C:18]3[C:13](=[CH:14][C:15]([C:19]4[N:32]=[C:33]([NH2:35])[S:34][C:20]=4[CH3:21])=[CH:16][CH:17]=3)[CH:12]=[C:11]2[C:24]2[C:29]([F:30])=[CH:28][CH:27]=[CH:26][C:25]=2[F:31])(=[O:9])=[O:8])[CH:6]=[CH:5][CH:4]=[CH:3][CH:2]=1. (6) Given the reactants [F:1][C:2]1[C:7]([OH:8])=[CH:6][CH:5]=[C:4]([F:9])[C:3]=1[C:10]1[N:15]=[C:14]([C:16]([O:18][CH3:19])=[O:17])[CH:13]=[CH:12][C:11]=1[F:20].C(=O)([O-])[O-].[Cs+].[Cs+].[CH3:27][O:28][CH2:29][CH2:30]Br, predict the reaction product. The product is: [F:1][C:2]1[C:7]([O:8][CH2:30][CH2:29][O:28][CH3:27])=[CH:6][CH:5]=[C:4]([F:9])[C:3]=1[C:10]1[N:15]=[C:14]([C:16]([O:18][CH3:19])=[O:17])[CH:13]=[CH:12][C:11]=1[F:20].